This data is from Catalyst prediction with 721,799 reactions and 888 catalyst types from USPTO. The task is: Predict which catalyst facilitates the given reaction. (1) Reactant: [Cl:1][C:2]1[CH:7]=[CH:6][C:5]([C@@H:8]2[O:14][CH2:13][CH2:12][N:11]([C:15]([O:17][C:18]([CH3:21])([CH3:20])[CH3:19])=[O:16])[CH2:10][C@H:9]2[CH2:22][NH:23][C:24](=[O:30])[NH:25][CH2:26][CH2:27][CH2:28]Cl)=[CH:4][C:3]=1[F:31].[H-].[Na+]. Product: [Cl:1][C:2]1[CH:7]=[CH:6][C:5]([C@@H:8]2[O:14][CH2:13][CH2:12][N:11]([C:15]([O:17][C:18]([CH3:21])([CH3:20])[CH3:19])=[O:16])[CH2:10][C@H:9]2[CH2:22][N:23]2[CH2:28][CH2:27][CH2:26][NH:25][C:24]2=[O:30])=[CH:4][C:3]=1[F:31]. The catalyst class is: 3. (2) Reactant: [Si:1]([O:8][CH2:9][CH2:10][C:11]1[CH:17]=[CH:16][C:14]([NH2:15])=[CH:13][CH:12]=1)([C:4]([CH3:7])([CH3:6])[CH3:5])([CH3:3])[CH3:2].C(N(CC)CC)C.[F:25][C:26]([F:43])([F:42])[C:27]1[CH:32]=[CH:31][C:30]([C:33]2[C:34]([C:39](Cl)=[O:40])=[CH:35][CH:36]=[CH:37][CH:38]=2)=[CH:29][CH:28]=1.O. Product: [Si:1]([O:8][CH2:9][CH2:10][C:11]1[CH:12]=[CH:13][C:14]([NH:15][C:39]([C:34]2[C:33]([C:30]3[CH:31]=[CH:32][C:27]([C:26]([F:25])([F:42])[F:43])=[CH:28][CH:29]=3)=[CH:38][CH:37]=[CH:36][CH:35]=2)=[O:40])=[CH:16][CH:17]=1)([C:4]([CH3:6])([CH3:7])[CH3:5])([CH3:3])[CH3:2]. The catalyst class is: 4. (3) Product: [NH2:30][C:25]1[CH:26]=[CH:27][CH:28]=[CH:29][C:24]=1[NH:23][C:22]([C:19]1[CH:18]=[CH:17][C:16]([N:13]2[CH2:14][CH2:15][C@H:11]([O:10][C:7]3[CH:6]=[CH:5][C:4]([C:3]([OH:32])=[O:2])=[CH:9][CH:8]=3)[CH2:12]2)=[CH:21][CH:20]=1)=[O:31]. The catalyst class is: 278. Reactant: C[O:2][C:3](=[O:32])[C:4]1[CH:9]=[CH:8][C:7]([O:10][C@H:11]2[CH2:15][CH2:14][N:13]([C:16]3[CH:21]=[CH:20][C:19]([C:22](=[O:31])[NH:23][C:24]4[CH:29]=[CH:28][CH:27]=[CH:26][C:25]=4[NH2:30])=[CH:18][CH:17]=3)[CH2:12]2)=[CH:6][CH:5]=1.[OH-].[K+]. (4) Reactant: [NH2:1][C@H:2]1[CH2:7][CH2:6][CH2:5][N:4]([CH:8]2[CH2:13][CH2:12][N:11]([C:14]([O:16][C:17]([CH3:20])([CH3:19])[CH3:18])=[O:15])[CH2:10][CH2:9]2)[C:3]1=[O:21].[F:22][C:23]1[CH:28]=[C:27]([S:29]([CH3:32])(=[O:31])=[O:30])[C:26]([F:33])=[CH:25][C:24]=1F.C([O-])([O-])=O.[Na+].[Na+]. Product: [F:22][C:23]1[CH:28]=[C:27]([S:29]([CH3:32])(=[O:31])=[O:30])[C:26]([F:33])=[CH:25][C:24]=1[NH:1][C@H:2]1[CH2:7][CH2:6][CH2:5][N:4]([CH:8]2[CH2:9][CH2:10][N:11]([C:14]([O:16][C:17]([CH3:18])([CH3:20])[CH3:19])=[O:15])[CH2:12][CH2:13]2)[C:3]1=[O:21]. The catalyst class is: 3. (5) Reactant: I[C:2]1[CH:14]=[CH:13][C:5]([O:6][CH:7]2[CH2:12][CH2:11][CH2:10][CH2:9][O:8]2)=[CH:4][CH:3]=1.C([Li])CCC.[Cl:20][C:21]1[CH:32]=[CH:31][C:24]([C:25](N(OC)C)=[O:26])=[CH:23][N:22]=1.[Cl-].[NH4+]. Product: [Cl:20][C:21]1[N:22]=[CH:23][C:24]([C:25]([C:2]2[CH:14]=[CH:13][C:5]([O:6][CH:7]3[CH2:12][CH2:11][CH2:10][CH2:9][O:8]3)=[CH:4][CH:3]=2)=[O:26])=[CH:31][CH:32]=1. The catalyst class is: 7.